The task is: Regression/Classification. Given a drug SMILES string, predict its absorption, distribution, metabolism, or excretion properties. Task type varies by dataset: regression for continuous measurements (e.g., permeability, clearance, half-life) or binary classification for categorical outcomes (e.g., BBB penetration, CYP inhibition). Dataset: cyp3a4_veith.. This data is from CYP3A4 inhibition data for predicting drug metabolism from PubChem BioAssay. The compound is O=C(Nc1cccc(F)c1)N1CCCC2(CCN(C(=O)c3cnccn3)CC2)C1. The result is 1 (inhibitor).